This data is from M1 muscarinic receptor antagonist screen with 61,756 compounds. The task is: Binary Classification. Given a drug SMILES string, predict its activity (active/inactive) in a high-throughput screening assay against a specified biological target. The drug is O=C(CCN1CCCCC1)CCC(=O)CCN1CCCCC1. The result is 0 (inactive).